This data is from Forward reaction prediction with 1.9M reactions from USPTO patents (1976-2016). The task is: Predict the product of the given reaction. (1) Given the reactants [CH3:1][N:2]1[C:6]([Sn](C)(C)C)=[CH:5][CH:4]=[N:3]1.[Cl:11][C:12]1[CH:17]=[CH:16][N:15]=[C:14]2[CH:18]=[C:19](I)[S:20][C:13]=12, predict the reaction product. The product is: [Cl:11][C:12]1[CH:17]=[CH:16][N:15]=[C:14]2[CH:18]=[C:19]([C:6]3[N:2]([CH3:1])[N:3]=[CH:4][CH:5]=3)[S:20][C:13]=12. (2) Given the reactants [N:1]1(C(OC(C)(C)C)=O)[C:5]2=[CH:6][N:7]=[CH:8][CH:9]=[C:4]2[CH:3]=[C:2]1[C:10]([O:12][CH2:13][CH3:14])=[O:11].[CH2:22](Br)[C:23]1[CH:28]=[CH:27][CH:26]=[CH:25][CH:24]=1.C(O)C.[BH4-].[Na+], predict the reaction product. The product is: [CH2:22]([N:7]1[CH2:8][CH2:9][C:4]2[CH:3]=[C:2]([C:10]([O:12][CH2:13][CH3:14])=[O:11])[NH:1][C:5]=2[CH2:6]1)[C:23]1[CH:28]=[CH:27][CH:26]=[CH:25][CH:24]=1. (3) Given the reactants [Cl:1][C:2]1[CH:3]=[C:4]([CH:7]=[CH:8][C:9]=1[NH:10][C:11]1[N:16]=[C:15]([NH:17][CH3:18])[C:14]([C:19]([F:22])([F:21])[F:20])=[CH:13][N:12]=1)[C:5]#[N:6].[N-:23]=[N+:24]=[N-:25].[Na+].[Cl-].[NH4+], predict the reaction product. The product is: [Cl:1][C:2]1[CH:3]=[C:4]([C:5]2[N:23]=[N:24][NH:25][N:6]=2)[CH:7]=[CH:8][C:9]=1[NH:10][C:11]1[N:16]=[C:15]([NH:17][CH3:18])[C:14]([C:19]([F:20])([F:21])[F:22])=[CH:13][N:12]=1. (4) Given the reactants [CH:1]([CH2:3][C:4]1([CH2:10][CH2:11][O:12][C:13]2[CH:14]=[C:15]([C:23]([O:25][CH3:26])=[O:24])[CH:16]=[C:17]([CH:22]=2)[C:18]([O:20][CH3:21])=[O:19])[CH2:9][CH2:8][CH2:7][CH2:6][CH2:5]1)=O.[C:27]1([CH3:40])[CH:32]=[CH:31][C:30]([NH:33][CH:34]2[CH2:39][CH2:38][NH:37][CH2:36][CH2:35]2)=[CH:29][CH:28]=1.C(O[BH-](OC(=O)C)OC(=O)C)(=O)C.[Na+].C(=O)(O)[O-].[Na+], predict the reaction product. The product is: [C:27]1([CH3:40])[CH:28]=[CH:29][C:30]([NH:33][CH:34]2[CH2:39][CH2:38][N:37]([CH2:1][CH2:3][C:4]3([CH2:10][CH2:11][O:12][C:13]4[CH:14]=[C:15]([C:23]([O:25][CH3:26])=[O:24])[CH:16]=[C:17]([CH:22]=4)[C:18]([O:20][CH3:21])=[O:19])[CH2:9][CH2:8][CH2:7][CH2:6][CH2:5]3)[CH2:36][CH2:35]2)=[CH:31][CH:32]=1. (5) Given the reactants [Cl:1][C:2]1[CH:3]=[C:4]([S:9][CH2:10][C:11]#[N:12])[CH:5]=[C:6]([Cl:8])[CH:7]=1.O.Cl.[OH-].[Na+], predict the reaction product. The product is: [Cl:8][C:6]1[CH:5]=[C:4]([S:9][CH2:10][CH2:11][NH2:12])[CH:3]=[C:2]([Cl:1])[CH:7]=1. (6) The product is: [Br:1][C:2]1[CH:7]=[C:6]2[C:5]([C:11](=[O:12])[NH:18][C:8]2=[O:9])=[CH:4][C:3]=1[C:14]([OH:16])=[O:15]. Given the reactants [Br:1][C:2]1[CH:7]=[C:6]([C:8](O)=[O:9])[C:5]([C:11](O)=[O:12])=[CH:4][C:3]=1[C:14]([OH:16])=[O:15].[Br-].[NH4+:18].Cl, predict the reaction product.